Dataset: Forward reaction prediction with 1.9M reactions from USPTO patents (1976-2016). Task: Predict the product of the given reaction. (1) Given the reactants [OH:1][B:2]1[C:6]2[CH:7]=[C:8]([O:12][C:13]3[S:14][C:15]([C:18](=[NH:21])[NH:19]O)=[CH:16][N:17]=3)[CH:9]=[C:10]([CH3:11])[C:5]=2[CH:4]([CH2:22][C:23]([O:25][CH2:26][CH3:27])=[O:24])[O:3]1.C(OC(=O)C)(=O)C, predict the reaction product. The product is: [C:18]([C:15]1[S:14][C:13]([O:12][C:8]2[CH:9]=[C:10]([CH3:11])[C:5]3[CH:4]([CH2:22][C:23]([O:25][CH2:26][CH3:27])=[O:24])[O:3][B:2]([OH:1])[C:6]=3[CH:7]=2)=[N:17][CH:16]=1)(=[NH:19])[NH2:21]. (2) Given the reactants [Cl:1][C:2]1[CH:7]=[C:6]([Cl:8])[CH:5]=[C:4]([Cl:9])[C:3]=1[NH:10][S:11]([NH:14][CH2:15][C:16]([O:18][CH3:19])=[O:17])(=[O:13])=[O:12].[CH3:20][CH:21]([CH2:24]O)[CH2:22]O.C1C=CC(P(C2C=CC=CC=2)C2C=CC=CC=2)=CC=1.CC(OC(/N=N/C(OC(C)C)=O)=O)C, predict the reaction product. The product is: [CH3:20][CH:21]1[CH2:24][N:10]([C:3]2[C:4]([Cl:9])=[CH:5][C:6]([Cl:8])=[CH:7][C:2]=2[Cl:1])[S:11](=[O:13])(=[O:12])[N:14]([CH2:15][C:16]([O:18][CH3:19])=[O:17])[CH2:22]1. (3) Given the reactants [H-].[Na+].[CH2:3](Br)[C:4]1[CH:9]=[CH:8][CH:7]=[CH:6][CH:5]=1.[CH2:11]([OH:41])[CH2:12][O:13][CH2:14][CH2:15][O:16][CH2:17][CH2:18][O:19][CH2:20][CH2:21][O:22][CH2:23][CH2:24][O:25][CH2:26][CH2:27][O:28][CH2:29][CH2:30][O:31][CH2:32][CH2:33][O:34][CH2:35][CH2:36][O:37][CH2:38][CH2:39][OH:40].[Cl-].[NH4+], predict the reaction product. The product is: [CH2:3]([O:40][CH2:39][CH2:38][O:37][CH2:36][CH2:35][O:34][CH2:33][CH2:32][O:31][CH2:30][CH2:29][O:28][CH2:27][CH2:26][O:25][CH2:24][CH2:23][O:22][CH2:21][CH2:20][O:19][CH2:18][CH2:17][O:16][CH2:15][CH2:14][O:13][CH2:12][CH2:11][OH:41])[C:4]1[CH:9]=[CH:8][CH:7]=[CH:6][CH:5]=1. (4) Given the reactants [CH2:1]([O:3][C:4](=[O:31])[C:5](=P(C1C=CC=CC=1)(C1C=CC=CC=1)C1C=CC=CC=1)[CH2:6][C:7]([O:9][CH2:10][CH3:11])=[O:8])[CH3:2].[Cl:32][C:33]1[CH:34]=[C:35]([CH:38]=[C:39]([Cl:41])[CH:40]=1)[CH:36]=O.C([O-])(O)=O.[Na+], predict the reaction product. The product is: [CH2:1]([O:3][C:4](=[O:31])/[C:5](=[CH:36]/[C:35]1[CH:34]=[C:33]([Cl:32])[CH:40]=[C:39]([Cl:41])[CH:38]=1)/[CH2:6][C:7]([O:9][CH2:10][CH3:11])=[O:8])[CH3:2].